The task is: Predict which catalyst facilitates the given reaction.. This data is from Catalyst prediction with 721,799 reactions and 888 catalyst types from USPTO. Reactant: ClC(Cl)(O[C:5](=[O:11])OC(Cl)(Cl)Cl)Cl.[CH:13]([N:16]1[C:20]2[N:21]=[C:22]([C:31]3[CH:36]=[CH:35][C:34]([NH2:37])=[CH:33][CH:32]=3)[N:23]=[C:24]([N:25]3[CH2:30][CH2:29][O:28][CH2:27][CH2:26]3)[C:19]=2[N:18]=[N:17]1)([CH3:15])[CH3:14].CN.C[CH2:41][N:42](CC)CC. Product: [CH:13]([N:16]1[C:20]2[N:21]=[C:22]([C:31]3[CH:32]=[CH:33][C:34]([NH:37][C:5]([NH:42][CH3:41])=[O:11])=[CH:35][CH:36]=3)[N:23]=[C:24]([N:25]3[CH2:30][CH2:29][O:28][CH2:27][CH2:26]3)[C:19]=2[N:18]=[N:17]1)([CH3:15])[CH3:14]. The catalyst class is: 2.